Predict the reaction yield, written as a fraction of the theoretical maximum amount of product (1.0 means a 100% yield; for example, 0.34 means a 34% yield). From a dataset of Reaction yield outcomes from USPTO patents with 853,638 reactions. The reactants are [CH2:1]([O:3][C:4]([C:6]1[C:11]([NH:12][C:13]([O:15][C:16]([CH3:19])([CH3:18])[CH3:17])=[O:14])=[CH:10][CH:9]=[C:8]([CH2:20][O:21]C(=O)C)[N:7]=1)=[O:5])[CH3:2].CC[O-].[Na+]. The catalyst is C(O)C. The product is [CH2:1]([O:3][C:4]([C:6]1[C:11]([NH:12][C:13]([O:15][C:16]([CH3:18])([CH3:17])[CH3:19])=[O:14])=[CH:10][CH:9]=[C:8]([CH2:20][OH:21])[N:7]=1)=[O:5])[CH3:2]. The yield is 0.930.